This data is from Forward reaction prediction with 1.9M reactions from USPTO patents (1976-2016). The task is: Predict the product of the given reaction. Given the reactants [OH:1][C:2]1[C:11]([CH3:12])=[C:10]2[C:5]([C:6](=[O:20])[C:7]([CH3:19])=[C:8]([CH:13]3[CH2:18][CH2:17][NH:16][CH2:15][CH2:14]3)[O:9]2)=[CH:4][CH:3]=1.N1C=CC=CC=1.[C:27](Cl)(=[O:31])[O:28][CH2:29][CH3:30], predict the reaction product. The product is: [OH:1][C:2]1[C:11]([CH3:12])=[C:10]2[C:5]([C:6](=[O:20])[C:7]([CH3:19])=[C:8]([CH:13]3[CH2:18][CH2:17][N:16]([C:27]([O:28][CH2:29][CH3:30])=[O:31])[CH2:15][CH2:14]3)[O:9]2)=[CH:4][CH:3]=1.